Dataset: Forward reaction prediction with 1.9M reactions from USPTO patents (1976-2016). Task: Predict the product of the given reaction. The product is: [Cl:40][CH:41]([CH3:45])[C:42]([NH:1][C:2]1[CH:7]=[CH:6][C:5]([NH:8][C:9](=[O:28])[NH:10][C:11]2[CH:27]=[CH:26][C:14]([O:15][C:16]3[CH:21]=[CH:20][N:19]=[C:18]([C:22]([NH:24][CH3:25])=[O:23])[CH:17]=3)=[CH:13][CH:12]=2)=[CH:4][C:3]=1[C:29]([F:32])([F:30])[F:31])=[O:43]. Given the reactants [NH2:1][C:2]1[CH:7]=[CH:6][C:5]([NH:8][C:9](=[O:28])[NH:10][C:11]2[CH:27]=[CH:26][C:14]([O:15][C:16]3[CH:21]=[CH:20][N:19]=[C:18]([C:22]([NH:24][CH3:25])=[O:23])[CH:17]=3)=[CH:13][CH:12]=2)=[CH:4][C:3]=1[C:29]([F:32])([F:31])[F:30].CCN(CC)CC.[Cl:40][CH:41]([CH3:45])[C:42](Cl)=[O:43], predict the reaction product.